Dataset: Rat liver microsome stability data. Task: Regression/Classification. Given a drug SMILES string, predict its absorption, distribution, metabolism, or excretion properties. Task type varies by dataset: regression for continuous measurements (e.g., permeability, clearance, half-life) or binary classification for categorical outcomes (e.g., BBB penetration, CYP inhibition). Dataset: rlm. (1) The molecule is CCN(CC)C(=O)c1nc(-c2nnc(C(C)(C)O)o2)sc1-c1ccc(S(=O)(=O)N[C@@H](C)C(F)(F)F)c(Cl)c1Cl. The result is 0 (unstable in rat liver microsomes). (2) The drug is Cc1c(-c2cccc(NC(=O)c3ccc(F)c(F)c3)c2)nc2ncccn12. The result is 1 (stable in rat liver microsomes). (3) The compound is COc1cccc(CNCCSc2nnnn2C)c1OCc1ccc(Cl)cc1Cl. The result is 1 (stable in rat liver microsomes). (4) The molecule is Cc1cnc(Nc2ccc(N3CCC(N(C)CCO)CC3)c(F)c2)nc1-c1cnn(C(C)C)c1. The result is 0 (unstable in rat liver microsomes). (5) The result is 1 (stable in rat liver microsomes). The drug is Cc1ccc(S(=O)(=O)Nc2ccc(F)cc2C(=O)Nc2nc(-c3ccccc3)cs2)cc1. (6) The result is 1 (stable in rat liver microsomes). The molecule is NCCc1cn(S(=O)(=O)c2c(Cl)nc3sccn23)c2ccccc12. (7) The compound is COC(=O)Nc1ccc2c(c1)NC(=O)CCC=CC[C@H](NC(=O)C=Cc1cc(Cl)ccc1-n1cnnn1)c1nc-2c[nH]1. The result is 0 (unstable in rat liver microsomes).